From a dataset of Forward reaction prediction with 1.9M reactions from USPTO patents (1976-2016). Predict the product of the given reaction. (1) Given the reactants [NH2:1][C:2]1([CH2:34][CH2:35][CH:36]([CH3:38])[CH3:37])[C:11]2[C:6](=[CH:7][CH:8]=[CH:9][CH:10]=2)[C:5]([OH:12])=[C:4]([C:13]2[NH:18][C:17]3[CH:19]=[CH:20][C:21]([NH:23]C(=O)OC(C)(C)C)=[CH:22][C:16]=3[S:15](=[O:32])(=[O:31])[N:14]=2)[C:3]1=[O:33].Br[CH2:40][C:41]([O:43][CH2:44][CH3:45])=[O:42].C([O-])([O-])=O.[K+].[K+], predict the reaction product. The product is: [CH2:44]([O:43][C:41](=[O:42])[CH2:40][NH:1][C:2]1([CH2:34][CH2:35][CH:36]([CH3:38])[CH3:37])[C:11]2[C:6](=[CH:7][CH:8]=[CH:9][CH:10]=2)[C:5]([OH:12])=[C:4]([C:13]2[NH:18][C:17]3[CH:19]=[CH:20][C:21]([NH:23][S:15]([CH3:16])(=[O:32])=[O:31])=[CH:22][C:16]=3[S:15](=[O:31])(=[O:32])[N:14]=2)[C:3]1=[O:33])[CH3:45]. (2) Given the reactants CN(C=O)C.[C:6]([CH2:8][C:9]([OH:11])=O)#[N:7].CCN(C(C)C)C(C)C.[Cl:21][C:22]1[CH:27]=[CH:26][C:25]([CH2:28][CH2:29][CH2:30][O:31][CH3:32])=[CH:24][C:23]=1[CH2:33][NH:34][CH:35]1[CH2:37][CH2:36]1, predict the reaction product. The product is: [Cl:21][C:22]1[CH:27]=[CH:26][C:25]([CH2:28][CH2:29][CH2:30][O:31][CH3:32])=[CH:24][C:23]=1[CH2:33][N:34]([CH:35]1[CH2:36][CH2:37]1)[C:9](=[O:11])[CH2:8][C:6]#[N:7]. (3) Given the reactants [C:1]([O:5][C:6]([N:8]1[CH2:13][CH2:12][C:11](=O)[CH:10]([C:15]([F:18])([F:17])[F:16])[CH2:9]1)=[O:7])([CH3:4])([CH3:3])[CH3:2].[CH3:19][C@@H:20]([NH2:27])[C:21]1[CH:26]=[CH:25][CH:24]=[CH:23][CH:22]=1.C1(C)C=CC(S(O)(=O)=O)=CC=1.[BH4-].[Na+], predict the reaction product. The product is: [C:1]([O:5][C:6]([N:8]1[CH2:13][CH2:12][C@H:11]([NH:27][C@@H:20]([C:21]2[CH:26]=[CH:25][CH:24]=[CH:23][CH:22]=2)[CH3:19])[C@H:10]([C:15]([F:18])([F:17])[F:16])[CH2:9]1)=[O:7])([CH3:4])([CH3:3])[CH3:2]. (4) Given the reactants C(Cl)(=O)C(Cl)=O.[CH3:7][N:8]1[CH2:13][CH2:12][N:11]([C:14]2[CH:22]=[CH:21][C:17]([C:18]([OH:20])=O)=[C:16]([N:23]([CH:30]3[CH2:35][CH2:34][O:33][CH2:32][CH2:31]3)[C:24](=[O:29])[C:25]([F:28])([F:27])[F:26])[CH:15]=2)[CH2:10][CH2:9]1.[F:36][C:37]1[CH:38]=[C:39]([S:44][C:45]2[CH:46]=[C:47]3[C:53]([NH2:54])=[N:52][NH:51][C:48]3=[N:49][CH:50]=2)[CH:40]=[C:41]([F:43])[CH:42]=1.C(N(C(C)C)C(C)C)C, predict the reaction product. The product is: [F:36][C:37]1[CH:38]=[C:39]([S:44][C:45]2[CH:46]=[C:47]3[C:53]([NH:54][C:18](=[O:20])[C:17]4[CH:21]=[CH:22][C:14]([N:11]5[CH2:10][CH2:9][N:8]([CH3:7])[CH2:13][CH2:12]5)=[CH:15][C:16]=4[N:23]([CH:30]4[CH2:31][CH2:32][O:33][CH2:34][CH2:35]4)[C:24](=[O:29])[C:25]([F:26])([F:27])[F:28])=[N:52][NH:51][C:48]3=[N:49][CH:50]=2)[CH:40]=[C:41]([F:43])[CH:42]=1.